This data is from CYP2C19 inhibition data for predicting drug metabolism from PubChem BioAssay. The task is: Regression/Classification. Given a drug SMILES string, predict its absorption, distribution, metabolism, or excretion properties. Task type varies by dataset: regression for continuous measurements (e.g., permeability, clearance, half-life) or binary classification for categorical outcomes (e.g., BBB penetration, CYP inhibition). Dataset: cyp2c19_veith. (1) The molecule is Cc1ccc(Cc2c(C)nc3nc(SCC(=O)NCc4ccco4)nn3c2C)cc1. The result is 1 (inhibitor). (2) The drug is O=c1c2cnn(-c3ccccc3)c2nc(-c2cccs2)n1-c1ccc(Br)cc1. The result is 0 (non-inhibitor). (3) The molecule is O=C(Cc1cccs1)NNC(=S)NCc1ccc(Cl)cc1. The result is 1 (inhibitor). (4) The compound is COc1ccc2c(c1)c(CC(=O)O)c(C)n2C(=O)c1ccccc1. The result is 0 (non-inhibitor). (5) The drug is O=C(O)CC(c1ccccc1)n1cnnn1. The result is 0 (non-inhibitor). (6) The molecule is c1csc(CN2CCC3(CCNCC3)CC2)n1. The result is 0 (non-inhibitor). (7) The drug is Cc1ccc(CCN2CC(C(=O)N3CCC4(CC3)OCCO4)CC2=O)cc1. The result is 0 (non-inhibitor). (8) The molecule is CC(=O)N1CCC2(CC1)CN(C(c1ccccc1)c1ccccc1)C2. The result is 0 (non-inhibitor).